Dataset: Full USPTO retrosynthesis dataset with 1.9M reactions from patents (1976-2016). Task: Predict the reactants needed to synthesize the given product. (1) Given the product [CH3:1][C:2]1[C:3]([O:10][CH:11]([CH3:13])[CH3:12])=[C:4]([CH:7]=[CH:8][CH:9]=1)[CH:5]=[O:6], predict the reactants needed to synthesize it. The reactants are: [CH3:1][C:2]1[CH:9]=[CH:8][CH:7]=[C:4]([CH:5]=[O:6])[C:3]=1[OH:10].[CH:11](I)([CH3:13])[CH3:12].C([O-])([O-])=O.[K+].[K+]. (2) Given the product [CH3:1][O:2][C:3]1[CH:11]=[C:10]2[C:6]([C:7]([C:17]([C:16]3[CH:20]=[C:21]([O:25][CH3:26])[C:22]([O:23][CH3:24])=[C:14]([O:13][CH3:12])[CH:15]=3)=[O:18])=[CH:8][NH:9]2)=[CH:5][CH:4]=1, predict the reactants needed to synthesize it. The reactants are: [CH3:1][O:2][C:3]1[CH:11]=[C:10]2[C:6]([CH:7]=[CH:8][NH:9]2)=[CH:5][CH:4]=1.[CH3:12][O:13][C:14]1[CH:15]=[C:16]([CH:20]=[C:21]([O:25][CH3:26])[C:22]=1[O:23][CH3:24])[C:17](Cl)=[O:18].C(Cl)Cl.[Al+3].[Cl-].[Cl-].[Cl-].CCOC(C)=O.